From a dataset of Full USPTO retrosynthesis dataset with 1.9M reactions from patents (1976-2016). Predict the reactants needed to synthesize the given product. (1) Given the product [CH2:25]([N:22]1[CH2:23][CH2:24][CH:19]([NH:18][C:2]2[C:11]3[C:6](=[C:7]([O:14][CH3:15])[CH:8]=[C:9]([O:12][CH3:13])[CH:10]=3)[C:5]([CH2:16][CH3:17])=[N:4][N:3]=2)[CH2:20][CH2:21]1)[C:26]1[CH:27]=[CH:28][CH:29]=[CH:30][CH:31]=1, predict the reactants needed to synthesize it. The reactants are: Cl[C:2]1[C:11]2[C:6](=[C:7]([O:14][CH3:15])[CH:8]=[C:9]([O:12][CH3:13])[CH:10]=2)[C:5]([CH2:16][CH3:17])=[N:4][N:3]=1.[NH2:18][CH:19]1[CH2:24][CH2:23][N:22]([CH2:25][C:26]2[CH:31]=[CH:30][CH:29]=[CH:28][CH:27]=2)[CH2:21][CH2:20]1. (2) Given the product [CH3:7][O:6][C:4](=[O:5])[C:3]1[CH:8]=[C:9]([NH2:12])[CH:10]=[CH:11][C:2]=1[Br:1], predict the reactants needed to synthesize it. The reactants are: [Br:1][C:2]1[CH:11]=[CH:10][C:9]([N+:12]([O-])=O)=[CH:8][C:3]=1[C:4]([O:6][CH3:7])=[O:5]. (3) Given the product [CH3:26][O:25][C:22]1[CH:23]=[CH:24][C:2]([NH:1][CH2:37][C:34]2[CH:35]=[CH:36][N:31]=[CH:32][CH:33]=2)=[C:3]([CH:21]=1)[C:4]([NH:6][C:7]1[CH:20]=[CH:19][C:10]2[O:11][C:12]([F:18])([F:17])[C:13]([F:15])([F:16])[O:14][C:9]=2[CH:8]=1)=[O:5], predict the reactants needed to synthesize it. The reactants are: [NH2:1][C:2]1[CH:24]=[CH:23][C:22]([O:25][CH3:26])=[CH:21][C:3]=1[C:4]([NH:6][C:7]1[CH:20]=[CH:19][C:10]2[O:11][C:12]([F:18])([F:17])[C:13]([F:16])([F:15])[O:14][C:9]=2[CH:8]=1)=[O:5].C(O)(=O)C.[N:31]1[CH:36]=[CH:35][C:34]([CH:37]=O)=[CH:33][CH:32]=1.C([BH3-])#N.[Na+].C([O-])(O)=O.[Na+]. (4) Given the product [C:1](=[O:2])([O-:4])[O-:3].[Na+:5].[Na+:5].[C:6](=[O:7])([OH:9])[O-:8].[Na+:5], predict the reactants needed to synthesize it. The reactants are: [C:1](=[O:4])([OH:3])[OH:2].[Na+:5].[C:6](=[O:9])([O-:8])[O-:7].C(=O)(O)O.[Na+]. (5) Given the product [Cl:24][C:18]1[CH:3]=[CH:2][CH:1]=[CH:20][C:19]=1[CH2:21][N:9]1[C:8](=[O:11])[C:7]([C:12]([NH:10][CH2:5][C:6]([OH:17])=[O:25])=[O:14])=[C:6]([OH:17])[C:5]([C:2]([CH3:1])([CH3:3])[CH3:4])=[N:10]1, predict the reactants needed to synthesize it. The reactants are: [CH3:1][C:2]([C:5]1[C:6]([OH:17])=[C:7]([C:12]([O:14]CC)=O)[C:8](=[O:11])[NH:9][N:10]=1)([CH3:4])[CH3:3].[CH3:18][C:19]([O-])([CH3:21])[CH3:20].[K+].[ClH:24].[OH2:25]. (6) Given the product [F:11][C:12]1[CH:13]=[CH:14][C:15]([C:18](=[O:29])[CH2:19][N:20]2[C:24]([CH3:25])=[CH:23][CH:22]=[C:21]2[C:26]([O:28][CH2:7][S:8][CH3:10])=[O:27])=[CH:16][CH:17]=1, predict the reactants needed to synthesize it. The reactants are: C(Cl)(=O)C(Cl)=O.[CH3:7][S:8]([CH3:10])=O.[F:11][C:12]1[CH:17]=[CH:16][C:15]([CH:18]([OH:29])[CH2:19][N:20]2[C:24]([CH3:25])=[CH:23][CH:22]=[C:21]2[C:26]([OH:28])=[O:27])=[CH:14][CH:13]=1.C(N(CC)CC)C.